This data is from NCI-60 drug combinations with 297,098 pairs across 59 cell lines. The task is: Regression. Given two drug SMILES strings and cell line genomic features, predict the synergy score measuring deviation from expected non-interaction effect. (1) Drug 1: C1C(C(OC1N2C=NC3=C(N=C(N=C32)Cl)N)CO)O. Drug 2: C1C(C(OC1N2C=NC(=NC2=O)N)CO)O. Cell line: SK-MEL-5. Synergy scores: CSS=38.8, Synergy_ZIP=9.49, Synergy_Bliss=11.1, Synergy_Loewe=8.01, Synergy_HSA=8.81. (2) Cell line: T-47D. Synergy scores: CSS=2.93, Synergy_ZIP=0.793, Synergy_Bliss=2.85, Synergy_Loewe=-3.16, Synergy_HSA=0.713. Drug 2: C1=NNC2=C1C(=O)NC=N2. Drug 1: CCCS(=O)(=O)NC1=C(C(=C(C=C1)F)C(=O)C2=CNC3=C2C=C(C=N3)C4=CC=C(C=C4)Cl)F. (3) Drug 1: C1=NC2=C(N=C(N=C2N1C3C(C(C(O3)CO)O)F)Cl)N. Drug 2: C1C(C(OC1N2C=NC(=NC2=O)N)CO)O. Cell line: HCT-15. Synergy scores: CSS=12.9, Synergy_ZIP=1.20, Synergy_Bliss=10.3, Synergy_Loewe=1.15, Synergy_HSA=4.49. (4) Drug 2: C1=NNC2=C1C(=O)NC=N2. Cell line: NCI-H460. Synergy scores: CSS=14.7, Synergy_ZIP=-5.00, Synergy_Bliss=-3.04, Synergy_Loewe=-2.57, Synergy_HSA=-3.19. Drug 1: CNC(=O)C1=NC=CC(=C1)OC2=CC=C(C=C2)NC(=O)NC3=CC(=C(C=C3)Cl)C(F)(F)F. (5) Drug 1: C1=CC=C(C=C1)NC(=O)CCCCCCC(=O)NO. Drug 2: CC1CCCC2(C(O2)CC(NC(=O)CC(C(C(=O)C(C1O)C)(C)C)O)C(=CC3=CSC(=N3)C)C)C. Cell line: SNB-75. Synergy scores: CSS=35.9, Synergy_ZIP=-1.97, Synergy_Bliss=-2.27, Synergy_Loewe=-17.6, Synergy_HSA=-1.05.